The task is: Predict the reactants needed to synthesize the given product.. This data is from Full USPTO retrosynthesis dataset with 1.9M reactions from patents (1976-2016). (1) Given the product [Br:5][C:6]1[CH:7]=[CH:8][C:9]([CH2:10][N:11]2[C:15]3[CH:16]=[C:17]([OH:20])[CH:18]=[CH:19][C:14]=3[N:13]=[C:12]2[CH2:22][C:23]([CH3:29])([CH3:30])[C:24]([O:26][CH2:27][CH3:28])=[O:25])=[CH:31][CH:32]=1, predict the reactants needed to synthesize it. The reactants are: B(Br)(Br)Br.[Br:5][C:6]1[CH:32]=[CH:31][C:9]([CH2:10][N:11]2[C:15]3[CH:16]=[C:17]([O:20]C)[CH:18]=[CH:19][C:14]=3[N:13]=[C:12]2[CH2:22][C:23]([CH3:30])([CH3:29])[C:24]([O:26][CH2:27][CH3:28])=[O:25])=[CH:8][CH:7]=1. (2) Given the product [CH:31]1([NH:29][C:11]2[C@:12]3([CH2:17][CH2:16][N:15]([C:18]([O:20][CH2:21][C:22]4[CH:23]=[CH:24][CH:25]=[CH:26][CH:27]=4)=[O:19])[C@@H:14]([CH3:28])[CH2:13]3)[N:8]([C:4]3[CH:5]=[CH:6][CH:7]=[C:2]([F:1])[CH:3]=3)[C:9](=[O:30])[N:10]=2)[CH2:36][CH2:35][CH2:34][CH2:33][CH2:32]1, predict the reactants needed to synthesize it. The reactants are: [F:1][C:2]1[CH:3]=[C:4]([N:8]2[C@@:12]3([CH2:17][CH2:16][N:15]([C:18]([O:20][CH2:21][C:22]4[CH:27]=[CH:26][CH:25]=[CH:24][CH:23]=4)=[O:19])[C@@H:14]([CH3:28])[CH2:13]3)[C:11](=[NH:29])[NH:10][C:9]2=[O:30])[CH:5]=[CH:6][CH:7]=1.[CH:31]1(N)[CH2:36][CH2:35][CH2:34][CH2:33][CH2:32]1. (3) Given the product [F:31][C:29]([F:30])([F:32])[C:26]1[N:24]2[N:25]=[C:20]([N:2]3[CH2:3][CH2:4][CH:5]([N:8]4[C:13]5[CH:14]=[CH:15][CH:16]=[CH:17][C:12]=5[CH2:11][O:10][C:9]4=[O:18])[CH2:6][CH2:7]3)[CH:21]=[CH:22][C:23]2=[N:28][N:27]=1, predict the reactants needed to synthesize it. The reactants are: Cl.[NH:2]1[CH2:7][CH2:6][CH:5]([N:8]2[C:13]3[CH:14]=[CH:15][CH:16]=[CH:17][C:12]=3[CH2:11][O:10][C:9]2=[O:18])[CH2:4][CH2:3]1.Cl[C:20]1[CH:21]=[CH:22][C:23]2[N:24]([C:26]([C:29]([F:32])([F:31])[F:30])=[N:27][N:28]=2)[N:25]=1. (4) The reactants are: [Br:1][C:2]1[CH:6]=[N:5][NH:4][C:3]=1CO.[Si:9](Cl)([C:12]([CH3:15])([CH3:14])[CH3:13])(C)C.N1C=CN=[CH:18]1.C([O:24][CH2:25][CH3:26])C. Given the product [Br:1][C:2]1[CH:3]=[N:4][NH:5][C:6]=1[C:25]([CH3:26])([CH3:18])[O:24][SiH2:9][C:12]([CH3:15])([CH3:14])[CH3:13], predict the reactants needed to synthesize it. (5) The reactants are: [CH3:1][O:2][C:3](=[O:15])[C:4]([NH2:14])([C:6]1[CH:11]=[C:10]([Br:12])[CH:9]=[CH:8][C:7]=1[F:13])[CH3:5].CCN(C(C)C)C(C)C.[Cl:25][CH2:26][C:27](Cl)=[O:28]. Given the product [CH3:1][O:2][C:3](=[O:15])[C:4]([C:6]1[CH:11]=[C:10]([Br:12])[CH:9]=[CH:8][C:7]=1[F:13])([NH:14][C:27](=[O:28])[CH2:26][Cl:25])[CH3:5], predict the reactants needed to synthesize it.